Dataset: Catalyst prediction with 721,799 reactions and 888 catalyst types from USPTO. Task: Predict which catalyst facilitates the given reaction. (1) The catalyst class is: 4. Product: [F:30][CH:2]([F:1])[C:3]1[C:4]([CH2:19][NH:20][C:21]([C@@H:23]2[CH2:27][C@@H:26]([F:28])[C@H:25]([CH3:29])[N:24]2[S:45]([C:42]2[CH:43]=[CH:44][C:39]([F:38])=[CH:40][CH:41]=2)(=[O:47])=[O:46])=[O:22])=[CH:5][C:6]([C:9]2[CH:14]=[N:13][C:12]([C:15]([F:16])([F:18])[F:17])=[N:11][CH:10]=2)=[N:7][CH:8]=1. Reactant: [F:1][CH:2]([F:30])[C:3]1[C:4]([CH2:19][NH:20][C:21]([C@@H:23]2[CH2:27][C@@H:26]([F:28])[C@H:25]([CH3:29])[NH:24]2)=[O:22])=[CH:5][C:6]([C:9]2[CH:10]=[N:11][C:12]([C:15]([F:18])([F:17])[F:16])=[N:13][CH:14]=2)=[N:7][CH:8]=1.C(N(CC)CC)C.[F:38][C:39]1[CH:44]=[CH:43][C:42]([S:45](Cl)(=[O:47])=[O:46])=[CH:41][CH:40]=1. (2) Reactant: [NH:1]1[CH2:5][CH2:4][N:3]=[C:2]1[CH2:6][CH2:7][CH2:8][C:9]1[CH:14]=[CH:13][C:12]([NH:15][C:16](=[O:25])[O:17][CH2:18][C:19]2[CH:24]=[CH:23][CH:22]=[CH:21][CH:20]=2)=[CH:11][CH:10]=1.[Mn]([O-])(=O)(=O)=O.[K+].CO. Product: [NH:1]1[CH:5]=[CH:4][N:3]=[C:2]1[CH2:6][CH2:7][CH2:8][C:9]1[CH:10]=[CH:11][C:12]([NH:15][C:16](=[O:25])[O:17][CH2:18][C:19]2[CH:24]=[CH:23][CH:22]=[CH:21][CH:20]=2)=[CH:13][CH:14]=1. The catalyst class is: 10. (3) Reactant: [CH:1]1([N:7]([CH3:36])[C:8]2[C:9]([CH3:35])=[C:10]([CH:24]=[C:25]([C:27]3[CH:28]=[N:29][C:30]([CH:33]=O)=[CH:31][CH:32]=3)[CH:26]=2)[C:11]([NH:13][CH2:14][C:15]2[C:16](=[O:23])[NH:17][C:18]([CH3:22])=[CH:19][C:20]=2[CH3:21])=[O:12])[CH2:6][CH2:5][CH2:4][CH2:3][CH2:2]1.[NH:37]1[CH2:42][CH2:41][O:40][CH2:39][CH2:38]1.C(O)(=O)C.C([BH3-])#N.[Na+]. Product: [CH:1]1([N:7]([CH3:36])[C:8]2[C:9]([CH3:35])=[C:10]([CH:24]=[C:25]([C:27]3[CH:28]=[N:29][C:30]([CH2:33][N:37]4[CH2:42][CH2:41][O:40][CH2:39][CH2:38]4)=[CH:31][CH:32]=3)[CH:26]=2)[C:11]([NH:13][CH2:14][C:15]2[C:16](=[O:23])[NH:17][C:18]([CH3:22])=[CH:19][C:20]=2[CH3:21])=[O:12])[CH2:2][CH2:3][CH2:4][CH2:5][CH2:6]1. The catalyst class is: 5.